From a dataset of Reaction yield outcomes from USPTO patents with 853,638 reactions. Predict the reaction yield, written as a fraction of the theoretical maximum amount of product (1.0 means a 100% yield; for example, 0.34 means a 34% yield). The reactants are [C:1]([O:5][C:6]([N:8]([C:30]([O:32][C:33]([CH3:36])([CH3:35])[CH3:34])=[O:31])[C@H:9]([C:23]([O:25][C:26]([CH3:29])([CH3:28])[CH3:27])=[O:24])[CH2:10][CH2:11][CH:12]([OH:22])[C:13]#[C:14][C:15]([O:17][C:18]([CH3:21])([CH3:20])[CH3:19])=[O:16])=[O:7])([CH3:4])([CH3:3])[CH3:2]. The catalyst is [Pd].C(OCC)(=O)C. The product is [C:1]([O:5][C:6]([N:8]([C:30]([O:32][C:33]([CH3:36])([CH3:35])[CH3:34])=[O:31])[C@@H:9]([CH2:10][CH2:11][CH:12]([OH:22])[CH2:13][CH2:14][C:15]([O:17][C:18]([CH3:21])([CH3:20])[CH3:19])=[O:16])[C:23]([O:25][C:26]([CH3:29])([CH3:28])[CH3:27])=[O:24])=[O:7])([CH3:2])([CH3:3])[CH3:4]. The yield is 0.993.